From a dataset of Peptide-MHC class I binding affinity with 185,985 pairs from IEDB/IMGT. Regression. Given a peptide amino acid sequence and an MHC pseudo amino acid sequence, predict their binding affinity value. This is MHC class I binding data. (1) The peptide sequence is KFFPSSSYR. The MHC is HLA-B15:01 with pseudo-sequence HLA-B15:01. The binding affinity (normalized) is 0.0847. (2) The peptide sequence is ILGPPGSVY. The MHC is HLA-A32:01 with pseudo-sequence HLA-A32:01. The binding affinity (normalized) is 0.584. (3) The peptide sequence is LSNCVHPAV. The MHC is HLA-A02:02 with pseudo-sequence HLA-A02:02. The binding affinity (normalized) is 0.440. (4) The peptide sequence is KYYNDILKL. The MHC is HLA-B35:01 with pseudo-sequence HLA-B35:01. The binding affinity (normalized) is 0.0847. (5) The peptide sequence is GRNSRFPDK. The MHC is HLA-B08:01 with pseudo-sequence HLA-B08:01. The binding affinity (normalized) is 0.0847. (6) The peptide sequence is RTSKAALER. The MHC is HLA-B54:01 with pseudo-sequence HLA-B54:01. The binding affinity (normalized) is 0. (7) The peptide sequence is MLVTPSMAMR. The MHC is HLA-A31:01 with pseudo-sequence HLA-A31:01. The binding affinity (normalized) is 0. (8) The peptide sequence is CTFMIITSTK. The MHC is HLA-B53:01 with pseudo-sequence HLA-B53:01. The binding affinity (normalized) is 0.302. (9) The peptide sequence is KLQWLFAAL. The MHC is HLA-A02:12 with pseudo-sequence HLA-A02:12. The binding affinity (normalized) is 0.898. (10) The peptide sequence is MLVGHMPFM. The MHC is HLA-B08:02 with pseudo-sequence HLA-B08:02. The binding affinity (normalized) is 0.0847.